Dataset: Full USPTO retrosynthesis dataset with 1.9M reactions from patents (1976-2016). Task: Predict the reactants needed to synthesize the given product. (1) Given the product [Cl:1][C:2]1[NH:10][C:9]2[C:8](=[O:14])[N:7]([CH2:15][CH2:16][CH2:17][C:18]([F:20])([F:21])[F:19])[C:6](=[O:22])[N:5]([CH2:23][CH2:24][CH2:25][C:26]([F:29])([F:27])[F:28])[C:4]=2[N:3]=1, predict the reactants needed to synthesize it. The reactants are: [Cl:1][C:2]1[N:10](CC=C)[C:9]2[C:8](=[O:14])[N:7]([CH2:15][CH2:16][CH2:17][C:18]([F:21])([F:20])[F:19])[C:6](=[O:22])[N:5]([CH2:23][CH2:24][CH2:25][C:26]([F:29])([F:28])[F:27])[C:4]=2[N:3]=1.N1CCOCC1. (2) Given the product [CH:23]1[C:24]2[C:25](=[CH:26][CH:27]=[CH:28][CH:29]=2)[CH:45]=[CH:44][C:49]=1[S:12]([C:9]1[CH:10]=[C:11]([CH:6]=[CH:7][CH:8]=1)[CH2:88][NH:84][C:74]([C:72]1[CH:71]=[CH:70][C:69]2[N:68]([CH:67]=[CH:66][N:65]=2)[CH:73]=1)=[O:76])(=[O:13])=[O:14], predict the reactants needed to synthesize it. The reactants are: C(NC[C:6]1[CH:11]=[CH:10][C:9]([S:12]([O-:14])=[O:13])=[CH:8][CH:7]=1)(=O)C.[Na+].C(=O)([O-])[O-].[Cs+].[Cs+].C[C:23]1(C)[C:49]2[C:44](=[C:45](P(C3C=CC=CC=3)C3C=CC=CC=3)C=CC=2)O[C:25]2[C:26](P(C3C=CC=CC=3)C3C=CC=CC=3)=[CH:27][CH:28]=[CH:29][C:24]1=2.Cl.[N:65]1[CH:66]=[CH:67][N:68]2[CH:73]=[C:72]([C:74]([OH:76])=O)[CH:71]=[CH:70][C:69]=12.F[P-](F)(F)(F)(F)F.[N:84]1(O[P+](N(C)C)(N(C)C)N(C)C)[C:88]2C=CC=CC=2N=N1. (3) Given the product [CH3:17][C:10]1([CH3:18])[CH:9]=[CH:8][C:7]2[C:12](=[C:13]([CH3:16])[C:14]([CH3:15])=[C:5]([OH:4])[C:6]=2[CH3:19])[O:11]1, predict the reactants needed to synthesize it. The reactants are: C([O:4][C:5]1[C:6]([CH3:19])=[C:7]2[C:12](=[C:13]([CH3:16])[C:14]=1[CH3:15])[O:11][C:10]([CH3:18])([CH3:17])[CH:9]=[CH:8]2)(=O)C.[OH-].[Na+]. (4) Given the product [I-:12].[O:1]1[CH2:5][CH2:4][O:3][CH:2]1[C:6]1[CH:7]=[NH+:8][CH:9]=[CH:10][CH:11]=1, predict the reactants needed to synthesize it. The reactants are: [O:1]1[CH2:5][CH2:4][O:3][CH:2]1[C:6]1[CH:7]=[N:8][CH:9]=[CH:10][CH:11]=1.[I:12]C. (5) Given the product [F:13][C:14]1[CH:15]=[CH:16][C:17]([CH2:18][CH2:19][C:20]2[C:21]([C:27]([O:29][CH3:30])=[O:28])=[N:22][C:23]([O:26][CH:40]([C:42]3[CH:47]=[CH:46][C:45]([F:48])=[CH:44][CH:43]=3)[CH2:39][C:38]3[N:34]([CH3:33])[CH:35]=[N:36][CH:37]=3)=[CH:24][CH:25]=2)=[CH:31][CH:32]=1, predict the reactants needed to synthesize it. The reactants are: CCOC(/N=N/C(OCC)=O)=O.[F:13][C:14]1[CH:32]=[CH:31][C:17]([CH2:18][CH2:19][C:20]2[C:21]([C:27]([O:29][CH3:30])=[O:28])=[N:22][C:23]([OH:26])=[CH:24][CH:25]=2)=[CH:16][CH:15]=1.[CH3:33][N:34]1[C:38]([CH2:39][CH:40]([C:42]2[CH:47]=[CH:46][C:45]([F:48])=[CH:44][CH:43]=2)O)=[CH:37][N:36]=[CH:35]1.C1(P(C2C=CC=CC=2)C2C=CC=CC=2)C=CC=CC=1. (6) Given the product [NH2:13][C:2]1[C:3](=[O:11])[N:4]([CH3:10])[N:5]=[CH:6][CH:7]=1, predict the reactants needed to synthesize it. The reactants are: Cl[C:2]1[C:3](=[O:11])[N:4]([CH3:10])[N:5]=[CH:6][C:7]=1OC.O.[NH2:13]N. (7) Given the product [CH3:19][O:20][C:21](=[O:30])[CH2:22][C:23]1[CH:24]=[CH:25][C:26]([C:12]#[C:11][C:9]2[CH:10]=[C:5]([C:1]([CH3:4])([CH3:2])[CH3:3])[C:6]([O:17][CH3:18])=[C:7]([C:13]([CH3:16])([CH3:15])[CH3:14])[CH:8]=2)=[CH:27][CH:28]=1, predict the reactants needed to synthesize it. The reactants are: [C:1]([C:5]1[CH:10]=[C:9]([C:11]#[CH:12])[CH:8]=[C:7]([C:13]([CH3:16])([CH3:15])[CH3:14])[C:6]=1[O:17][CH3:18])([CH3:4])([CH3:3])[CH3:2].[CH3:19][O:20][C:21](=[O:30])[CH2:22][C:23]1[CH:28]=[CH:27][C:26](I)=[CH:25][CH:24]=1.C(N(CC)CC)C.O1CCCC1. (8) Given the product [Cl:30][C:18]1[CH:17]=[C:16]([NH:15][C:7]2[C:6]3[C:11](=[CH:12][CH:13]=[CH:14][C:5]=3[O:4][C@@H:3]([CH3:31])[CH2:2][NH:1][C:32](=[O:34])[CH3:33])[N:10]=[CH:9][N:8]=2)[CH:21]=[CH:20][C:19]=1[O:22][CH2:23][C:24]1[CH:29]=[CH:28][CH:27]=[CH:26][N:25]=1, predict the reactants needed to synthesize it. The reactants are: [NH2:1][CH2:2][C@H:3]([CH3:31])[O:4][C:5]1[CH:14]=[CH:13][CH:12]=[C:11]2[C:6]=1[C:7]([NH:15][C:16]1[CH:21]=[CH:20][C:19]([O:22][CH2:23][C:24]3[CH:29]=[CH:28][CH:27]=[CH:26][N:25]=3)=[C:18]([Cl:30])[CH:17]=1)=[N:8][CH:9]=[N:10]2.[C:32](O)(=[O:34])[CH3:33]. (9) Given the product [S:1]1[CH:5]=[CH:4][CH:3]=[C:2]1[C:6]([NH:8][C:9]1[CH:10]=[CH:11][CH:12]=[C:13]2[C:17]=1[NH:16][C:15]([C:18]([OH:20])=[O:19])=[CH:14]2)=[O:7], predict the reactants needed to synthesize it. The reactants are: [S:1]1[CH:5]=[CH:4][CH:3]=[C:2]1[C:6]([NH:8][C:9]1[CH:10]=[CH:11][CH:12]=[C:13]2[C:17]=1[NH:16][C:15]([C:18]([O:20]CC)=[O:19])=[CH:14]2)=[O:7].CO.[OH-].[K+].C(O)(=O)CC(CC(O)=O)(C(O)=O)O. (10) The reactants are: C([NH:4][C:5]1[C:6]([F:15])=[C:7]([CH:11]=[CH:12][C:13]=1[Cl:14])[C:8]([OH:10])=[O:9])(=O)C.Cl. Given the product [NH2:4][C:5]1[C:6]([F:15])=[C:7]([CH:11]=[CH:12][C:13]=1[Cl:14])[C:8]([OH:10])=[O:9], predict the reactants needed to synthesize it.